This data is from Forward reaction prediction with 1.9M reactions from USPTO patents (1976-2016). The task is: Predict the product of the given reaction. (1) Given the reactants [NH2:1][C:2]1[CH:3]=[C:4]2[C:9]3=[C:10]([CH2:12][CH2:13][CH2:14][N:8]3[CH2:7][C@@H:6]3[CH2:15][N:16](C(OC(C)(C)C)=O)[CH2:17][C@@H:5]23)[CH:11]=1.CC(C)([O-])C.[Na+].Br[C:32]1[CH:33]=[C:34]([C:39]([F:42])([F:41])[F:40])[CH:35]=[CH:36][C:37]=1[Cl:38].C1C=CC(P(C2C(C3C(P(C4C=CC=CC=4)C4C=CC=CC=4)=CC=C4C=3C=CC=C4)=C3C(C=CC=C3)=CC=2)C2C=CC=CC=2)=CC=1.NC1C=CC=CC=1, predict the reaction product. The product is: [Cl:38][C:37]1[CH:32]=[CH:33][C:34]([C:39]([F:40])([F:41])[F:42])=[CH:35][C:36]=1[NH:1][C:2]1[CH:3]=[C:4]2[C:9]3=[C:10]([CH2:12][CH2:13][CH2:14][N:8]3[CH2:7][C@@H:6]3[CH2:15][NH:16][CH2:17][C@@H:5]23)[CH:11]=1. (2) Given the reactants [OH:1][C:2]1[CH:7]=[CH:6][C:5]([C@@H:8]([C:15]#[C:16][CH3:17])[CH2:9][C:10]([O:12][CH2:13][CH3:14])=[O:11])=[CH:4][CH:3]=1.C(N(CC)CC)C.[F:25][C:26]([F:39])([F:38])[S:27](O[S:27]([C:26]([F:39])([F:38])[F:25])(=[O:29])=[O:28])(=[O:29])=[O:28], predict the reaction product. The product is: [F:25][C:26]([F:39])([F:38])[S:27]([O:1][C:2]1[CH:3]=[CH:4][C:5]([C@@H:8]([C:15]#[C:16][CH3:17])[CH2:9][C:10]([O:12][CH2:13][CH3:14])=[O:11])=[CH:6][CH:7]=1)(=[O:29])=[O:28]. (3) Given the reactants [Cl:1][C:2]1[CH:3]=[C:4]([CH:8]=[CH:9][C:10]=1[O:11][CH:12]([CH3:14])[CH3:13])[C:5]([OH:7])=[O:6].O=S(Cl)Cl.[CH3:19]O, predict the reaction product. The product is: [Cl:1][C:2]1[CH:3]=[C:4]([CH:8]=[CH:9][C:10]=1[O:11][CH:12]([CH3:14])[CH3:13])[C:5]([O:7][CH3:19])=[O:6]. (4) The product is: [Cl:1][C:2]1[CH:3]=[N:4][CH:5]=[C:6]([Cl:25])[C:7]=1[NH:8][C:9]([C:11]1[C:12]2[N:13]([N:19]=[C:20]([C:22](=[O:24])[CH3:23])[CH:21]=2)[C:14]([O:17][CH3:18])=[CH:15][CH:16]=1)=[O:10]. Given the reactants [Cl:1][C:2]1[CH:3]=[N:4][CH:5]=[C:6]([Cl:25])[C:7]=1[NH:8][C:9]([C:11]1[C:12]2[N:13]([N:19]=[C:20]([CH:22]([OH:24])[CH3:23])[CH:21]=2)[C:14]([O:17][CH3:18])=[CH:15][CH:16]=1)=[O:10].CC(OI1(OC(C)=O)(OC(C)=O)OC(=O)C2C=CC=CC1=2)=O.C(=O)([O-])O.[Na+], predict the reaction product. (5) Given the reactants [Cl:1][C:2]1[CH:3]=[C:4]([C@@H:12]([CH2:31][CH:32]2[CH2:36][CH2:35][CH2:34][CH2:33]2)[C:13]([NH:15][C:16]2[CH:20]=[CH:19][N:18]([CH2:21][C:22]3[CH:23]=[C:24]([CH:28]=[CH:29][CH:30]=3)[C:25](Cl)=[O:26])[N:17]=2)=[O:14])[CH:5]=[CH:6][C:7]=1[S:8]([CH3:11])(=[O:10])=[O:9].ClC1C=C([C@@H](CC2CCCC2)[C:49]([NH:51][C:52]2C=CN(CC3C=C(C=CC=3)C(N)=O)N=2)=O)C=CC=1S(C)(=O)=O.CNC.O, predict the reaction product. The product is: [Cl:1][C:2]1[CH:3]=[C:4]([C@@H:12]([CH2:31][CH:32]2[CH2:36][CH2:35][CH2:34][CH2:33]2)[C:13]([NH:15][C:16]2[CH:20]=[CH:19][N:18]([CH2:21][C:22]3[CH:23]=[C:24]([CH:28]=[CH:29][CH:30]=3)[C:25]([N:51]([CH3:52])[CH3:49])=[O:26])[N:17]=2)=[O:14])[CH:5]=[CH:6][C:7]=1[S:8]([CH3:11])(=[O:10])=[O:9]. (6) Given the reactants [BH4-].[Na+].[O:3]=[C:4]1[CH:9]2[CH2:10][CH:6]([CH2:7][CH:8]2[NH:11][C:12](=[O:21])[O:13][CH2:14][C:15]2[CH:20]=[CH:19][CH:18]=[CH:17][CH:16]=2)[O:5]1.[Cl-].[Cl-].[Ca+2].Cl, predict the reaction product. The product is: [OH:5][CH:6]1[CH2:7][CH:8]([NH:11][C:12](=[O:21])[O:13][CH2:14][C:15]2[CH:20]=[CH:19][CH:18]=[CH:17][CH:16]=2)[CH:9]([CH2:4][OH:3])[CH2:10]1. (7) Given the reactants [OH:1][CH:2]1[CH2:7][CH2:6][N:5]([C:8]([N:10]2[CH2:15][CH:14]([C:16]3[CH:21]=[CH:20][C:19]([C:22]([F:25])([F:24])[F:23])=[CH:18][CH:17]=3)[CH2:13][CH:12]([C:26](O)=[O:27])[CH2:11]2)=[O:9])[CH2:4][CH2:3]1.O[NH:30][C:31](=[NH:39])[CH2:32][C:33]1[CH:38]=[CH:37][CH:36]=[CH:35][CH:34]=1, predict the reaction product. The product is: [CH2:32]([C:31]1[N:39]=[C:26]([CH:12]2[CH2:13][CH:14]([C:16]3[CH:21]=[CH:20][C:19]([C:22]([F:25])([F:24])[F:23])=[CH:18][CH:17]=3)[CH2:15][N:10]([C:8]([N:5]3[CH2:4][CH2:3][CH:2]([OH:1])[CH2:7][CH2:6]3)=[O:9])[CH2:11]2)[O:27][N:30]=1)[C:33]1[CH:38]=[CH:37][CH:36]=[CH:35][CH:34]=1. (8) Given the reactants [F:1][C:2]([F:21])([F:20])[C:3]1[CH:8]=[CH:7][C:6]([NH:9][C:10]2[CH:15]=[CH:14][C:13]([C:16]([F:19])([F:18])[F:17])=[CH:12][CH:11]=2)=[CH:5][CH:4]=1.C(O)(=O)C.C([O-])(O)=O.[Na+], predict the reaction product. The product is: [F:1][C:2]([F:20])([F:21])[C:3]1[CH:8]=[CH:7][C:6]2[NH:9][C:10]3[C:15]([C:5]=2[CH:4]=1)=[CH:14][C:13]([C:16]([F:17])([F:18])[F:19])=[CH:12][CH:11]=3.